This data is from Forward reaction prediction with 1.9M reactions from USPTO patents (1976-2016). The task is: Predict the product of the given reaction. (1) Given the reactants [CH:1]([C:4]1[CH:10]=[CH:9][CH:8]=[C:7]([CH:11]([CH3:13])[CH3:12])[C:5]=1[NH2:6])([CH3:3])[CH3:2].Cl[C:15]1[CH:32]=[C:19]2[C:20]3[C:25]([CH2:26][CH2:27][N:18]2[C:17](=[O:33])[N:16]=1)=[CH:24][C:23]([O:28][CH3:29])=[C:22]([O:30][CH3:31])[CH:21]=3, predict the reaction product. The product is: [CH:11]([C:7]1[CH:8]=[CH:9][CH:10]=[C:4]([CH:1]([CH3:3])[CH3:2])[C:5]=1[N:6]=[C:15]1[CH:32]=[C:19]2[C:20]3[C:25]([CH2:26][CH2:27][N:18]2[C:17](=[O:33])[NH:16]1)=[CH:24][C:23]([O:28][CH3:29])=[C:22]([O:30][CH3:31])[CH:21]=3)([CH3:13])[CH3:12]. (2) The product is: [NH2:1][C:2]1[C:3]([C:11]([NH:33][CH2:32][CH:29]2[CH2:28][CH2:27][N:26]([CH2:25][C:23]3[O:22][N:21]=[C:20]([C:14]4[CH:19]=[CH:18][CH:17]=[CH:16][CH:15]=4)[CH:24]=3)[CH2:31][CH2:30]2)=[O:13])=[N:4][C:5]([O:8][CH2:9][CH3:10])=[CH:6][CH:7]=1. Given the reactants [NH2:1][C:2]1[C:3]([C:11]([OH:13])=O)=[N:4][C:5]([O:8][CH2:9][CH3:10])=[CH:6][CH:7]=1.[C:14]1([C:20]2[CH:24]=[C:23]([CH2:25][N:26]3[CH2:31][CH2:30][CH:29]([CH2:32][NH2:33])[CH2:28][CH2:27]3)[O:22][N:21]=2)[CH:19]=[CH:18][CH:17]=[CH:16][CH:15]=1, predict the reaction product. (3) Given the reactants [NH2:1][C:2]1[CH:7]=[CH:6][C:5]([Cl:8])=[CH:4][C:3]=1[C:9]([C:11]1[CH:16]=[CH:15][N:14]=[CH:13][CH:12]=1)=[O:10].[C:17]([C:21]1[CH:26]=[CH:25][C:24]([S:27](Cl)(=[O:29])=[O:28])=[CH:23][CH:22]=1)([CH3:20])([CH3:19])[CH3:18], predict the reaction product. The product is: [C:17]([C:21]1[CH:26]=[CH:25][C:24]([S:27]([NH:1][C:2]2[CH:7]=[CH:6][C:5]([Cl:8])=[CH:4][C:3]=2[C:9](=[O:10])[C:11]2[CH:16]=[CH:15][N:14]=[CH:13][CH:12]=2)(=[O:29])=[O:28])=[CH:23][CH:22]=1)([CH3:20])([CH3:18])[CH3:19]. (4) Given the reactants [CH:1]([C:9]1[NH:10][C:11]2[C:16]([C:17]=1[CH:18]=O)=[CH:15][CH:14]=[CH:13][CH:12]=2)=[CH:2][C:3]1[CH:8]=[CH:7][CH:6]=[CH:5][CH:4]=1.[Cl:20][C:21]1[CH:26]=[CH:25][C:24]([S:27]([CH2:30][C:31]#[N:32])(=[O:29])=[O:28])=[CH:23][CH:22]=1, predict the reaction product. The product is: [Cl:20][C:21]1[CH:22]=[CH:23][C:24]([S:27]([C:30](=[CH:18][C:17]2[C:16]3[C:11](=[CH:12][CH:13]=[CH:14][CH:15]=3)[NH:10][C:9]=2/[CH:1]=[CH:2]/[C:3]2[CH:8]=[CH:7][CH:6]=[CH:5][CH:4]=2)[C:31]#[N:32])(=[O:28])=[O:29])=[CH:25][CH:26]=1.